Predict the product of the given reaction. From a dataset of Forward reaction prediction with 1.9M reactions from USPTO patents (1976-2016). Given the reactants [OH:1][C@@H:2]([C@H:4]1[C:25](=[O:26])[N:6]2[C@@H:7]([C:12]([O:14][CH2:15][C:16]3[CH:21]=[CH:20][C:19]([N+:22]([O-:24])=[O:23])=[CH:18][CH:17]=3)=[O:13])[C:8](=O)[C@H:9]([CH3:10])[C@H:5]12)[CH3:3].[N+:27]([C:30]1[CH:68]=[CH:67][C:33]([CH2:34][O:35][C:36]([C:38]2[CH:39]=[C:40]([C:44]([C:46]3[N:47]=[CH:48][N:49]4[CH:53]=[C:52]([Sn](CCCC)(CCCC)CCCC)[S:51][C:50]=34)=[O:45])[CH:41]=[N:42][CH:43]=2)=[O:37])=[CH:32][CH:31]=1)([O-:29])=[O:28], predict the reaction product. The product is: [OH:1][C@@H:2]([C@H:4]1[C:25](=[O:26])[N:6]2[C:7]([C:12]([O:14][CH2:15][C:16]3[CH:17]=[CH:18][C:19]([N+:22]([O-:24])=[O:23])=[CH:20][CH:21]=3)=[O:13])=[C:8]([C:52]3[S:51][C:50]4=[C:46]([C:44]([C:40]5[CH:41]=[N:42][CH:43]=[C:38]([C:36]([O:35][CH2:34][C:33]6[CH:67]=[CH:68][C:30]([N+:27]([O-:29])=[O:28])=[CH:31][CH:32]=6)=[O:37])[CH:39]=5)=[O:45])[N:47]=[CH:48][N:49]4[CH:53]=3)[C@H:9]([CH3:10])[C@H:5]12)[CH3:3].